From a dataset of Full USPTO retrosynthesis dataset with 1.9M reactions from patents (1976-2016). Predict the reactants needed to synthesize the given product. Given the product [N:15]1[CH:20]=[CH:19][CH:18]=[C:17]([CH2:21][O:1][C:2]2[N:6]([C:7]3[CH:12]=[C:11]([C:13]#[N:14])[CH:10]=[CH:9][N:8]=3)[N:5]=[CH:4][CH:3]=2)[CH:16]=1, predict the reactants needed to synthesize it. The reactants are: [OH:1][C:2]1[N:6]([C:7]2[CH:12]=[C:11]([C:13]#[N:14])[CH:10]=[CH:9][N:8]=2)[N:5]=[CH:4][CH:3]=1.[N:15]1[CH:20]=[CH:19][CH:18]=[C:17]([CH2:21]O)[CH:16]=1.